Dataset: Catalyst prediction with 721,799 reactions and 888 catalyst types from USPTO. Task: Predict which catalyst facilitates the given reaction. (1) Reactant: Cl[C:2]1[C:3]2[C:4](=[CH:15][N:16](CC3C=CC(OC)=CC=3)[N:17]=2)[N:5]=[C:6]([C:8]2[CH:13]=[CH:12][CH:11]=[C:10]([Cl:14])[CH:9]=2)[N:7]=1.[O:27]1[CH2:32][CH2:31][N:30]([C:33]2[CH:39]=[CH:38][C:36]([NH2:37])=[CH:35][CH:34]=2)[CH2:29][CH2:28]1.Cl. Product: [Cl:14][C:10]1[CH:9]=[C:8]([C:6]2[N:7]=[C:2]([NH:37][C:36]3[CH:35]=[CH:34][C:33]([N:30]4[CH2:31][CH2:32][O:27][CH2:28][CH2:29]4)=[CH:39][CH:38]=3)[C:3]3[NH:17][N:16]=[CH:15][C:4]=3[N:5]=2)[CH:13]=[CH:12][CH:11]=1. The catalyst class is: 71. (2) Reactant: C(=O)([O-])[O-].[K+].[K+].Cl[C:8]1[N:16]=[CH:15][CH:14]=[CH:13][C:9]=1[C:10]([OH:12])=[O:11].[CH2:17]([SH:24])[C:18]1[CH:23]=[CH:22][CH:21]=[CH:20][CH:19]=1.O. Product: [C:18]1([CH2:17][S:24][C:8]2[C:9]([C:10]([OH:12])=[O:11])=[CH:13][CH:14]=[CH:15][N:16]=2)[CH:23]=[CH:22][CH:21]=[CH:20][CH:19]=1. The catalyst class is: 9. (3) Reactant: [C:1]([O:5][C:6](=[O:29])[CH2:7][N:8]1[C:16]2[C:11](=[CH:12][CH:13]=[CH:14][CH:15]=2)[C:10]([C:17]2[C:21]3[CH:22]=[CH:23][CH:24]=[CH:25][C:20]=3[S:19](=[O:27])(=[O:26])[N:18]=2)=[C:9]1[CH3:28])([CH3:4])([CH3:3])[CH3:2].[CH3:30][Mg+].[Br-]. Product: [C:1]([O:5][C:6](=[O:29])[CH2:7][N:8]1[C:16]2[C:11](=[CH:12][CH:13]=[CH:14][CH:15]=2)[C:10]([C:17]2([CH3:30])[C:21]3[CH:22]=[CH:23][CH:24]=[CH:25][C:20]=3[S:19](=[O:27])(=[O:26])[NH:18]2)=[C:9]1[CH3:28])([CH3:4])([CH3:3])[CH3:2]. The catalyst class is: 11. (4) Reactant: [C:1]([O:9]CC)(=O)[CH2:2][C:3]([O:5][CH2:6][CH3:7])=[O:4].[Li].[O:13]1[C:17](C(Cl)=O)=[CH:16][CH:15]=[N:14]1.Cl. Product: [CH2:6]([O:5][C:3](=[O:4])[CH2:2][C:1]([C:17]1[O:13][N:14]=[CH:15][CH:16]=1)=[O:9])[CH3:7]. The catalyst class is: 1. (5) Reactant: [C:1]([CH2:3][C:4]([OH:6])=O)#[N:2].CN1CCOCC1.C(OC(Cl)=O)C(C)C.[CH3:22][N:23]([C@@H:33]1[C@H:38]([CH3:39])[CH2:37][CH2:36][NH:35][CH2:34]1)[C:24]1[C:25]2[CH:32]=[CH:31][NH:30][C:26]=2[N:27]=[CH:28][N:29]=1. Product: [CH3:39][C@@H:38]1[CH2:37][CH2:36][N:35]([C:4](=[O:6])[CH2:3][C:1]#[N:2])[CH2:34][C@@H:33]1[N:23]([CH3:22])[C:24]1[C:25]2[CH:32]=[CH:31][NH:30][C:26]=2[N:27]=[CH:28][N:29]=1. The catalyst class is: 2. (6) Reactant: [NH2:1][C:2]1[N:7]=[C:6](S(C)=O)[C:5]([C:11]2[CH:12]=[CH:13][C:14](=[O:20])[N:15]([CH:17]([CH3:19])[CH3:18])[N:16]=2)=[C:4]([C:21]2[CH:26]=[CH:25][CH:24]=[CH:23][CH:22]=2)[N:3]=1.[CH2:27]([NH2:34])[C:28]1[CH:33]=[CH:32][CH:31]=[CH:30][CH:29]=1.O. Product: [NH2:1][C:2]1[N:7]=[C:6]([NH:34][CH2:27][C:28]2[CH:33]=[CH:32][CH:31]=[CH:30][CH:29]=2)[C:5]([C:11]2[CH:12]=[CH:13][C:14](=[O:20])[N:15]([CH:17]([CH3:19])[CH3:18])[N:16]=2)=[C:4]([C:21]2[CH:26]=[CH:25][CH:24]=[CH:23][CH:22]=2)[N:3]=1. The catalyst class is: 80. (7) Reactant: [Al+3].[Cl-].[Cl-].[Cl-].[C:5]([N:8]1[C:17]2[C:12](=[CH:13][C:14]([NH2:19])=[C:15]([CH3:18])[CH:16]=2)[C:11]([CH3:20])=[CH:10][C:9]1([CH3:22])[CH3:21])(=[O:7])[CH3:6]. Product: [C:5]([N:8]1[C:17]2[C:12](=[CH:13][C:14]([NH2:19])=[C:15]([CH3:18])[CH:16]=2)[C:11]([C:12]2[CH:17]=[CH:16][CH:15]=[CH:14][CH:13]=2)([CH3:20])[CH2:10][C:9]1([CH3:22])[CH3:21])(=[O:7])[CH3:6]. The catalyst class is: 48. (8) Reactant: [CH3:1][NH:2][C:3]([C:5]12[CH2:12][CH2:11][C:8]([C:13]([O:15][CH3:16])=[O:14])([CH2:9][CH2:10]1)[CH2:7][CH2:6]2)=O.C(Cl)(=O)C(Cl)=O.CN(C=O)C.[F:28][C:29]([F:42])([F:41])[C:30]1[CH:35]=[CH:34][CH:33]=[CH:32][C:31]=1[C:36]1NN=[N:38][N:37]=1. Product: [CH3:1][N:2]1[C:36]([C:31]2[CH:32]=[CH:33][CH:34]=[CH:35][C:30]=2[C:29]([F:28])([F:42])[F:41])=[N:37][N:38]=[C:3]1[C:5]12[CH2:12][CH2:11][C:8]([C:13]([O:15][CH3:16])=[O:14])([CH2:9][CH2:10]1)[CH2:7][CH2:6]2. The catalyst class is: 2. (9) Reactant: [CH2:1]([O:8][C:9]1[C:10](Br)=[N:11][CH:12]=[CH:13][CH:14]=1)[C:2]1[CH:7]=[CH:6][CH:5]=[CH:4][CH:3]=1.[OH:16][C:17]1[CH:18]=[C:19]([CH:25]=[CH:26][CH:27]=1)[C:20]([O:22][CH2:23][CH3:24])=[O:21].C(=O)([O-])[O-].[K+].[K+].Cl.C(=O)([O-])O.[Na+]. Product: [CH2:1]([O:8][C:9]1[C:10]([O:16][C:17]2[CH:27]=[CH:26][CH:25]=[C:19]([C:20]([O:22][CH2:23][CH3:24])=[O:21])[CH:18]=2)=[N:11][CH:12]=[CH:13][CH:14]=1)[C:2]1[CH:7]=[CH:6][CH:5]=[CH:4][CH:3]=1. The catalyst class is: 3.